From a dataset of Forward reaction prediction with 1.9M reactions from USPTO patents (1976-2016). Predict the product of the given reaction. (1) Given the reactants [C:1]([O:4][CH2:5][C:6]([CH3:53])([CH3:52])[CH2:7][N:8]1[C:14]2[CH:15]=[CH:16][C:17]([Cl:19])=[CH:18][C:13]=2[C@@H:12]([C:20]2[CH:25]=[CH:24][CH:23]=[C:22]([O:26][CH3:27])[C:21]=2[O:28][CH3:29])[O:11][C@H:10]([CH2:30][C:31]([NH:33][C:34]2[CH:49]=[CH:48][C:37]([C:38]([O:40]CC3C=CC=CC=3)=[O:39])=[CH:36][C:35]=2[CH3:50])=[O:32])[C:9]1=[O:51])(=[O:3])[CH3:2], predict the reaction product. The product is: [C:1]([O:4][CH2:5][C:6]([CH3:53])([CH3:52])[CH2:7][N:8]1[C:14]2[CH:15]=[CH:16][C:17]([Cl:19])=[CH:18][C:13]=2[C@@H:12]([C:20]2[CH:25]=[CH:24][CH:23]=[C:22]([O:26][CH3:27])[C:21]=2[O:28][CH3:29])[O:11][C@H:10]([CH2:30][C:31]([NH:33][C:34]2[CH:49]=[CH:48][C:37]([C:38]([OH:40])=[O:39])=[CH:36][C:35]=2[CH3:50])=[O:32])[C:9]1=[O:51])(=[O:3])[CH3:2]. (2) Given the reactants [CH:1]([C:4]1[CH:9]=[CH:8][CH:7]=[CH:6][C:5]=1[NH:10][C:11]([NH2:13])=[S:12])([CH3:3])[CH3:2].Br[CH2:15][CH2:16][CH:17](Br)C, predict the reaction product. The product is: [CH:1]([C:4]1[CH:9]=[CH:8][CH:7]=[CH:6][C:5]=1[N:10]1[CH2:17][CH2:16][CH2:15][S:12][C:11]1=[NH:13])([CH3:3])[CH3:2]. (3) Given the reactants [Br:1][C:2]1[CH:7]=[CH:6][C:5]([C@@H:8]([NH:10][C:11]([C:13]2[CH:14]=[C:15]3[C:19](=[CH:20][CH:21]=2)[N:18]([CH2:22][C:23]2[CH:28]=[CH:27][C:26]([C:29]4[C:30]([C:35]([O:37]C(C)(C)C)=[O:36])=[CH:31][CH:32]=[CH:33][CH:34]=4)=[CH:25][CH:24]=2)[C:17]([CH3:42])=[C:16]3[CH3:43])=[O:12])[CH3:9])=[CH:4][CH:3]=1, predict the reaction product. The product is: [Br:1][C:2]1[CH:7]=[CH:6][C:5]([C@@H:8]([NH:10][C:11]([C:13]2[CH:14]=[C:15]3[C:19](=[CH:20][CH:21]=2)[N:18]([CH2:22][C:23]2[CH:28]=[CH:27][C:26]([C:29]4[C:30]([C:35]([OH:37])=[O:36])=[CH:31][CH:32]=[CH:33][CH:34]=4)=[CH:25][CH:24]=2)[C:17]([CH3:42])=[C:16]3[CH3:43])=[O:12])[CH3:9])=[CH:4][CH:3]=1. (4) The product is: [ClH:1].[CH2:19]([C:16]1[CH:17]=[CH:18][C:13]([C:11]2[O:10][N:9]=[C:8]([C:5]3[CH:6]=[CH:7][C:2]([NH:33][CH:31]4[CH2:32][CH:29]([C:27]([OH:28])=[O:26])[CH2:30]4)=[N:3][CH:4]=3)[N:12]=2)=[CH:14][CH:15]=1)[CH:20]([CH3:22])[CH3:21]. Given the reactants [Cl:1][C:2]1[CH:7]=[CH:6][C:5]([C:8]2[N:12]=[C:11]([C:13]3[CH:18]=[CH:17][C:16]([CH2:19][CH:20]([CH3:22])[CH3:21])=[CH:15][CH:14]=3)[O:10][N:9]=2)=[CH:4][N:3]=1.Cl.C([O:26][C:27]([C@H:29]1[CH2:32][C@@H:31]([NH2:33])[CH2:30]1)=[O:28])C.OP([O-])([O-])=O.[K+].[K+].[OH-].[Na+].Cl, predict the reaction product. (5) Given the reactants [Cl:1][C:2]1[CH:3]=[C:4]([CH:7]=[C:8]([Cl:22])[C:9]=1[O:10][C:11]1[CH:16]=[CH:15][C:14]([O:17][CH3:18])=[C:13]([CH:19]([CH3:21])[CH3:20])[CH:12]=1)[CH:5]=O.[CH2:23]1[S:29][C:27](=[O:28])[NH:26][C:24]1=[O:25].C([O-])(=O)C.[NH2+]1CCCCC1.N1CCCCC1.C(O)(=O)C, predict the reaction product. The product is: [Cl:1][C:2]1[CH:3]=[C:4]([CH:7]=[C:8]([Cl:22])[C:9]=1[O:10][C:11]1[CH:16]=[CH:15][C:14]([O:17][CH3:18])=[C:13]([CH:19]([CH3:21])[CH3:20])[CH:12]=1)[CH:5]=[C:23]1[S:29][C:27](=[O:28])[NH:26][C:24]1=[O:25]. (6) Given the reactants [C:1]([O:5][C:6]([N:8]1[CH2:12][CH2:11][CH:10]([C:13]([OH:15])=O)[CH2:9]1)=[O:7])([CH3:4])([CH3:3])[CH3:2].Cl.[CH3:17][NH:18][O:19][CH3:20].Cl.CN(C)CCCN=C=NCC.ON1C2C=CC=CC=2N=N1.C(N(C(C)C)CC)(C)C, predict the reaction product. The product is: [C:1]([O:5][C:6]([N:8]1[CH2:12][CH2:11][CH:10]([C:13](=[O:15])[N:18]([O:19][CH3:20])[CH3:17])[CH2:9]1)=[O:7])([CH3:2])([CH3:3])[CH3:4].